Dataset: Catalyst prediction with 721,799 reactions and 888 catalyst types from USPTO. Task: Predict which catalyst facilitates the given reaction. (1) Reactant: [NH:1]1[C:9]2[C:4](=[CH:5][C:6]([CH2:10][NH2:11])=[CH:7][CH:8]=2)[CH:3]=[CH:2]1.[C:12](O[C:12]([O:14][C:15]([CH3:18])([CH3:17])[CH3:16])=[O:13])([O:14][C:15]([CH3:18])([CH3:17])[CH3:16])=[O:13]. Product: [C:12]([N:1]1[C:9]2[C:4](=[CH:5][C:6]([CH2:10][NH:11][C:12](=[O:13])[O:14][C:15]([CH3:18])([CH3:17])[CH3:16])=[CH:7][CH:8]=2)[CH:3]=[CH:2]1)([O:14][C:15]([CH3:18])([CH3:17])[CH3:16])=[O:13]. The catalyst class is: 616. (2) Reactant: [F:1][C:2]([F:26])([F:25])[CH:3]([C:16]1[CH:21]=[C:20]([Cl:22])[C:19]([Cl:23])=[C:18]([Cl:24])[CH:17]=1)/[CH:4]=[CH:5]/[C:6]1[CH:7]=[C:8]2[C:12](=[CH:13][CH:14]=1)[C:11](=O)[CH2:10][CH2:9]2.C([O-])(=O)C.[NH4+].C([BH3-])#[N:33].[Na+]. Product: [F:1][C:2]([F:26])([F:25])[CH:3]([C:16]1[CH:21]=[C:20]([Cl:22])[C:19]([Cl:23])=[C:18]([Cl:24])[CH:17]=1)/[CH:4]=[CH:5]/[C:6]1[CH:7]=[C:8]2[C:12](=[CH:13][CH:14]=1)[CH:11]([NH2:33])[CH2:10][CH2:9]2. The catalyst class is: 5. (3) Reactant: [CH3:1][O:2][C:3]1[CH:32]=[CH:31][C:6]([CH2:7][N:8]2[CH2:12][CH2:11][C:10]3([CH2:17][CH2:16][N:15]([CH2:18][C@@H:19]4[C@@H:23]([C:24]5[CH:29]=[CH:28][CH:27]=[CH:26][CH:25]=5)[CH2:22][NH:21][CH2:20]4)[CH2:14][CH2:13]3)[C:9]2=[O:30])=[CH:5][CH:4]=1.[CH:33]([O:36][C:37]([Cl:39])=[O:38])([CH3:35])[CH3:34].C(N(CC)CC)C.C(=O)(O)[O-].[Na+]. Product: [ClH:39].[CH:33]([O:36][C:37]([N:21]1[CH2:22][C@H:23]([C:24]2[CH:25]=[CH:26][CH:27]=[CH:28][CH:29]=2)[C@@H:19]([CH2:18][N:15]2[CH2:16][CH2:17][C:10]3([C:9](=[O:30])[N:8]([CH2:7][C:6]4[CH:5]=[CH:4][C:3]([O:2][CH3:1])=[CH:32][CH:31]=4)[CH2:12][CH2:11]3)[CH2:13][CH2:14]2)[CH2:20]1)=[O:38])([CH3:35])[CH3:34]. The catalyst class is: 2. (4) Reactant: C1(P([N:15]=[N+:16]=[N-:17])(C2C=CC=CC=2)=O)C=CC=CC=1.N12CCCN=C1CCCCC2.[CH:29]1([C:32]2[N:37]=[CH:36][C:35]([CH2:38]O)=[CH:34][CH:33]=2)[CH2:31][CH2:30]1. Product: [CH:29]1([C:32]2[N:37]=[CH:36][C:35]([CH2:38][N:15]=[N+:16]=[N-:17])=[CH:34][CH:33]=2)[CH2:31][CH2:30]1. The catalyst class is: 133. (5) The catalyst class is: 117. Product: [CH3:28][C:29]1[N:30]=[CH:31][C:32]([C:2]2[CH:3]=[C:4]3[C:9](=[CH:10][CH:11]=2)[N:8]([C:12]2[C:16]4[CH2:17][N:18]([C:21](=[O:23])[CH3:22])[CH2:19][CH2:20][C:15]=4[N:14]([CH:24]4[CH2:25][O:26][CH2:27]4)[N:13]=2)[CH2:7][CH2:6][CH2:5]3)=[CH:33][CH:34]=1. Reactant: Br[C:2]1[CH:3]=[C:4]2[C:9](=[CH:10][CH:11]=1)[N:8]([C:12]1[C:16]3[CH2:17][N:18]([C:21](=[O:23])[CH3:22])[CH2:19][CH2:20][C:15]=3[N:14]([CH:24]3[CH2:27][O:26][CH2:25]3)[N:13]=1)[CH2:7][CH2:6][CH2:5]2.[CH3:28][C:29]1[CH:34]=[CH:33][C:32](B2OC(C)(C)C(C)(C)O2)=[CH:31][N:30]=1.C([O-])([O-])=O.[Na+].[Na+].ClCCl. (6) Reactant: C[O:2][C:3]1[N:4]=[N:5][C:6]([S:9]([C:12]2[S:13][C:14]3[CH:21]=[CH:20][C:19]([Cl:22])=[CH:18][C:15]=3[C:16]=2[CH3:17])(=[O:11])=[O:10])=[CH:7][CH:8]=1.Cl. Product: [Cl:22][C:19]1[CH:20]=[CH:21][C:14]2[S:13][C:12]([S:9]([C:6]3[CH:7]=[CH:8][C:3](=[O:2])[NH:4][N:5]=3)(=[O:11])=[O:10])=[C:16]([CH3:17])[C:15]=2[CH:18]=1. The catalyst class is: 12. (7) Reactant: C([O:8][C:9]([N:11]1[CH2:15][CH:14]([OH:16])[CH2:13][CH:12]1[C:17]([C:19]1[C:27]2[C:22](=[CH:23][C:24]([F:28])=[CH:25][CH:26]=2)[NH:21][CH:20]=1)=[O:18])=[O:10])C1C=CC=CC=1.[CH3:29][C:30](OC(OC(O[C:30]([CH3:32])([CH3:31])[CH3:29])=O)=O)([CH3:32])[CH3:31].[H][H]. Product: [C:30]([O:8][C:9]([N:11]1[CH2:15][CH:14]([OH:16])[CH2:13][CH:12]1[C:17]([C:19]1[C:27]2[C:22](=[CH:23][C:24]([F:28])=[CH:25][CH:26]=2)[NH:21][CH:20]=1)=[O:18])=[O:10])([CH3:32])([CH3:31])[CH3:29]. The catalyst class is: 19. (8) Reactant: Br[C:2]1[C:10]2[C:5](=[N:6][CH:7]=[C:8]([CH3:11])[CH:9]=2)[N:4]([S:12]([C:15]2[CH:21]=[CH:20][C:18]([CH3:19])=[CH:17][CH:16]=2)(=[O:14])=[O:13])[CH:3]=1.[B:22]1([B:22]2[O:26][C:25]([CH3:28])([CH3:27])[C:24]([CH3:30])([CH3:29])[O:23]2)[O:26][C:25]([CH3:28])([CH3:27])[C:24]([CH3:30])([CH3:29])[O:23]1.C([O-])(=O)C.[K+]. Product: [CH3:11][C:8]1[CH:9]=[C:10]2[C:2]([B:22]3[O:26][C:25]([CH3:28])([CH3:27])[C:24]([CH3:30])([CH3:29])[O:23]3)=[CH:3][N:4]([S:12]([C:15]3[CH:21]=[CH:20][C:18]([CH3:19])=[CH:17][CH:16]=3)(=[O:14])=[O:13])[C:5]2=[N:6][CH:7]=1. The catalyst class is: 77.